From a dataset of Experimentally validated miRNA-target interactions with 360,000+ pairs, plus equal number of negative samples. Binary Classification. Given a miRNA mature sequence and a target amino acid sequence, predict their likelihood of interaction. (1) The miRNA is hsa-miR-3689a-3p with sequence CUGGGAGGUGUGAUAUCGUGGU. The protein sequence of the target gene is MKEGMSNNSTTSISQARKAVEQLKMEACMDRVKVSQAAADLLAYCEAHVREDPLIIPVPASENPFREKKFFCTIL. Result: 1 (interaction). (2) The miRNA is hsa-miR-4262 with sequence GACAUUCAGACUACCUG. Result: 1 (interaction). The protein sequence of the target gene is MAAGTAAALAFLSQESRTRAGGVGGLRVPAPVTMDSFFFGCELSGHTRSFTFKVEEEDDAEHVLALTMLCLTEGAKDECNVVEVVARNHDHQEIAVPVANLKLSCQPMLSLDDFQLQPPVTFRLKSGSGPVRITGRHQIVTMSNDVSEEESEEEEEDSDEEEVELCPILPAKKQGGRP.